From a dataset of Forward reaction prediction with 1.9M reactions from USPTO patents (1976-2016). Predict the product of the given reaction. (1) Given the reactants [C:8](O[C:8](=[O:13])[C:9]([CH3:12])([CH3:11])[CH3:10])(=[O:13])[C:9]([CH3:12])([CH3:11])[CH3:10].[CH3:14][C:15]1[N:19]([C:20]2[CH:25]=[CH:24][C:23]([C:26]([F:29])([F:28])[F:27])=[CH:22][N:21]=2)[N:18]=[CH:17][C:16]=1[C:30]([NH:32][C:33]1[CH:34]=[N:35][C:36]([C:40]2[CH2:41][CH2:42][NH:43][CH2:44][CH:45]=2)=[C:37]([CH3:39])[CH:38]=1)=[O:31].O, predict the reaction product. The product is: [CH3:12][C:9]([CH3:10])([CH3:11])[C:8]([N:43]1[CH2:44][CH:45]=[C:40]([C:36]2[N:35]=[CH:34][C:33]([NH:32][C:30]([C:16]3[CH:17]=[N:18][N:19]([C:20]4[CH:25]=[CH:24][C:23]([C:26]([F:29])([F:28])[F:27])=[CH:22][N:21]=4)[C:15]=3[CH3:14])=[O:31])=[CH:38][C:37]=2[CH3:39])[CH2:41][CH2:42]1)=[O:13]. (2) Given the reactants P12(SP3(SP(SP(S3)(S1)=S)(=S)S2)=S)=[S:2].[CH2:15]([O:17][C:18](=[O:41])[CH2:19][O:20][C:21]1[CH:26]=[C:25]([F:27])[CH:24]=[CH:23][C:22]=1[C:28](=O)[NH:29][CH2:30][C:31]1[CH:36]=[CH:35][CH:34]=[C:33]([N+:37]([O-:39])=[O:38])[CH:32]=1)[CH3:16], predict the reaction product. The product is: [CH2:15]([O:17][C:18](=[O:41])[CH2:19][O:20][C:21]1[CH:26]=[C:25]([F:27])[CH:24]=[CH:23][C:22]=1[C:28](=[S:2])[NH:29][CH2:30][C:31]1[CH:36]=[CH:35][CH:34]=[C:33]([N+:37]([O-:39])=[O:38])[CH:32]=1)[CH3:16]. (3) The product is: [Cl:36][C:21]1[C:20]([CH2:19][NH:18][C:2]2[N:7]=[C:6]([NH:8][C:9]3[CH:13]=[C:12]([CH:14]4[CH2:16][CH2:15]4)[NH:11][N:10]=3)[CH:5]=[C:4]([CH3:17])[N:3]=2)=[CH:28][CH:27]=[C:26]2[C:22]=1[CH:23]=[CH:24][NH:25]2. Given the reactants Cl[C:2]1[N:7]=[C:6]([NH:8][C:9]2[CH:13]=[C:12]([CH:14]3[CH2:16][CH2:15]3)[NH:11][N:10]=2)[CH:5]=[C:4]([CH3:17])[N:3]=1.[NH2:18][CH2:19][C:20]1[C:21]([Cl:36])=[C:22]2[C:26](=[CH:27][CH:28]=1)[N:25](C(OC(C)(C)C)=O)[CH:24]=[CH:23]2.ClC1N=C(NC2NN=C(C3CC3)C=2)C=CN=1.C(O)(=O)CCCCC(O)=O.N1C2C(=CC(C(N)C)=CC=2)C=C1, predict the reaction product. (4) Given the reactants C1C=C(Cl)C=C(C(OO)=[O:9])C=1.[CH3:12][C:13]1[CH:18]=[C:17]([CH3:19])[CH:16]=[CH:15][C:14]=1[CH:20]([C:43]1[CH:48]=[CH:47][CH:46]=[CH:45][CH:44]=1)[NH:21][C:22](=[O:42])[CH2:23][C:24]1[CH:25]=[CH:26][C:27]2[O:31][C:30]([C:32]([OH:40])([C:34]3[CH:39]=[CH:38][N:37]=[CH:36][CH:35]=3)[CH3:33])=[CH:29][C:28]=2[CH:41]=1, predict the reaction product. The product is: [CH3:12][C:13]1[CH:18]=[C:17]([CH3:19])[CH:16]=[CH:15][C:14]=1[CH:20]([NH:21][C:22](=[O:42])[CH2:23][C:24]1[CH:25]=[CH:26][C:27]2[O:31][C:30]([C:32]([C:34]3[CH:39]=[CH:38][N+:37]([O-:9])=[CH:36][CH:35]=3)([OH:40])[CH3:33])=[CH:29][C:28]=2[CH:41]=1)[C:43]1[CH:48]=[CH:47][CH:46]=[CH:45][CH:44]=1. (5) Given the reactants C([Si](C)(C)[O:6][CH:7]1[CH2:12][CH2:11][CH:10]([N:13]2[CH:17]=[C:16]([C:18]3[CH:23]=[N:22][C:21]([NH2:24])=[C:20]4[O:25][C:26](Cl)=[CH:27][C:19]=34)[CH:15]=[N:14]2)[CH2:9][CH2:8]1)(C)(C)C.[CH3:31][N:32]1[C:40]2[C:35](=[CH:36][CH:37]=[CH:38][C:39]=2B(O)O)[CH:34]=[N:33]1, predict the reaction product. The product is: [NH2:24][C:21]1[N:22]=[CH:23][C:18]([C:16]2[CH:15]=[N:14][N:13]([C@H:10]3[CH2:9][CH2:8][C@H:7]([OH:6])[CH2:12][CH2:11]3)[CH:17]=2)=[C:19]2[CH:27]=[C:26]([C:39]3[CH:38]=[CH:37][CH:36]=[C:35]4[C:40]=3[N:32]([CH3:31])[N:33]=[CH:34]4)[O:25][C:20]=12. (6) Given the reactants C1(P(C(C)(C)C)F)CCCCC1.[NH2:13][C:14]1[CH:15]=[CH:16][C:17]([N:20]2[CH2:23][CH:22]([OH:24])[CH2:21]2)=[N:18][CH:19]=1.Cl[C:26]1[N:27]=[C:28]2[CH:33]=[CH:32][CH:31]=[N:30][N:29]2[C:34]=1[C:35]1[N:40]=[C:39]([CH3:41])[N:38]=[C:37]([NH2:42])[CH:36]=1.C(=O)([O-])[O-].[Cs+].[Cs+].O, predict the reaction product. The product is: [NH2:42][C:37]1[N:38]=[C:39]([CH3:41])[N:40]=[C:35]([C:34]2[N:29]3[N:30]=[CH:31][CH:32]=[CH:33][C:28]3=[N:27][C:26]=2[NH:13][C:14]2[CH:15]=[CH:16][C:17]([N:20]3[CH2:21][CH:22]([OH:24])[CH2:23]3)=[N:18][CH:19]=2)[CH:36]=1. (7) Given the reactants [NH2:1][C:2]1[CH:7]=[CH:6][C:5]([Cl:8])=[CH:4][C:3]=1[C:9]([C:11]1[CH:12]=[N:13][CH:14]=[CH:15][CH:16]=1)=[O:10].[F:17][C:18]([F:31])([F:30])[O:19][C:20]1[CH:25]=[CH:24][C:23]([S:26](Cl)(=[O:28])=[O:27])=[CH:22][CH:21]=1, predict the reaction product. The product is: [Cl:8][C:5]1[CH:6]=[CH:7][C:2]([NH:1][S:26]([C:23]2[CH:22]=[CH:21][C:20]([O:19][C:18]([F:17])([F:30])[F:31])=[CH:25][CH:24]=2)(=[O:28])=[O:27])=[C:3]([C:9]([C:11]2[CH:12]=[N:13][CH:14]=[CH:15][CH:16]=2)=[O:10])[CH:4]=1.